Dataset: Full USPTO retrosynthesis dataset with 1.9M reactions from patents (1976-2016). Task: Predict the reactants needed to synthesize the given product. Given the product [F:8][C:6]1[CH:5]=[C:4]([C@@:9]2([CH3:21])[NH:14][C:13](=[O:15])[C:12]3([CH2:20][CH2:19][CH2:18][CH2:17][CH2:16]3)[N:11]([C:31]([O:33][C:34]([CH3:37])([CH3:36])[CH3:35])=[O:32])[CH2:10]2)[CH:3]=[C:2]([F:1])[CH:7]=1, predict the reactants needed to synthesize it. The reactants are: [F:1][C:2]1[CH:3]=[C:4]([C@@:9]2([CH3:21])[NH:14][C:13](=[O:15])[C:12]3([CH2:20][CH2:19][CH2:18][CH2:17][CH2:16]3)[NH:11][CH2:10]2)[CH:5]=[C:6]([F:8])[CH:7]=1.C(N(CC)C(C)C)(C)C.[C:31](O[C:31]([O:33][C:34]([CH3:37])([CH3:36])[CH3:35])=[O:32])([O:33][C:34]([CH3:37])([CH3:36])[CH3:35])=[O:32].